From a dataset of Full USPTO retrosynthesis dataset with 1.9M reactions from patents (1976-2016). Predict the reactants needed to synthesize the given product. Given the product [Cl:1][C:2]1[CH:7]=[C:6]([O:8][C:9]2[C:10]([F:19])=[CH:11][C:12]([NH2:16])=[C:13]([F:15])[CH:14]=2)[CH:5]=[CH:4][N:3]=1, predict the reactants needed to synthesize it. The reactants are: [Cl:1][C:2]1[CH:7]=[C:6]([O:8][C:9]2[CH:14]=[C:13]([F:15])[C:12]([N+:16]([O-])=O)=[CH:11][C:10]=2[F:19])[CH:5]=[CH:4][N:3]=1.C1COCC1.[Cl-].[NH4+].